Dataset: Experimentally validated miRNA-target interactions with 360,000+ pairs, plus equal number of negative samples. Task: Binary Classification. Given a miRNA mature sequence and a target amino acid sequence, predict their likelihood of interaction. (1) The miRNA is hsa-miR-26b-5p with sequence UUCAAGUAAUUCAGGAUAGGU. The protein sequence of the target gene is MNGEYRGRGFGRGRFQSWKRGRGGGNFSGKWREREHRPDLSKTTGKRTSEQTPQFLLSTKTPQSMQSTLDRFIPYKGWKLYFSEVYSDSSPLIEKIQAFEKFFTRHIDLYDKDEIERKGSILVDFKELTEGGEVTNLIPDIATELRDAPEKTLACMGLAIHQVLTKDLERHAAELQAQEGLSNDGETMVNVPHIHARVYNYEPLTQLKNVRANYYGKYIALRGTVVRVSNIKPLCTKMAFLCAACGEIQSFPLPDGKYSLPTKCPVPVCRGRSFTALRSSPLTVTMDWQSIKIQELMSDD.... Result: 1 (interaction). (2) The miRNA is mmu-miR-106b-5p with sequence UAAAGUGCUGACAGUGCAGAU. The protein sequence of the target gene is MAHITINQYLQQVYEAIDSRDGASCAELVSFKHPHVANPRLQMASPEEKCQQVLEPPYDEMFAAHLRCTYAVGNHDFIEAYKCQTVIVQSFLRAFQAHKEENWALPVMYAVALDLRVFANNADQQLVKKGKSKVGDMLEKAAELLMSCFRVCASDTRAGIEDSKKWGMLFLVNQLFKIYFKINKLHLCKPLIRAIDSSNLKDDYSTAQRVTYKYYVGRKAMFDSDFKQAEEYLSFAFEHCHRSSQKNKRMILIYLLPVKMLLGHMPTVELLKKYHLMQFAEVTRAVSEGNLLLLHEALAK.... Result: 0 (no interaction). (3) The miRNA is mmu-miR-466h-5p with sequence UGUGUGCAUGUGCUUGUGUGUA. The protein sequence of the target gene is MKFLLLSTFIFLYSSLALARDKHYFIGITEAVWDYASGTEEKKLISVDTEQSNFYLQNGPDRIGRKYKKALYFEYTDGTFSKTIDKPAWLGFLGPVIKAEVEDKVYVHLKNLASRIYTFHAHGVTYTKEYEGAVYPDNTTDFQRADDKVLPGQQYVYVLHANEPSPGEGDSNCVTRIYHSHVDAPKDIASGLIGPLILCKKGSLYKEKEKNIDQEFVLMFSVVDENLSWYLEDNIKTFCSEPEKVDKDNEDFQESNRMYSINGYTFGSLPGLSMCAADRVKWYLFGMGNEVDVHSAFFHG.... Result: 0 (no interaction). (4) The miRNA is hsa-miR-924 with sequence AGAGUCUUGUGAUGUCUUGC. The protein sequence of the target gene is SVYRTRSLGVAAEGLPDQYADGEAARVWQLYIGDTRSRTAEYKAWLLGLLRQHGCQRVLDVACGTGVDSIMLVEEGFSVTSVDASDKMLKYALKERWNRRHEPAFDKWVIEEANWMTLDKDVPKSPMGGFDAVICQGNSFAHLPDCRGDQSEHRLALKNITSMVRSGGLLVIDHRNYDHILSTGCAPPGKNIYYKSDLIKDITTSVLTVNNKAHMVTLDYTVQVPGTGHRGSPGLSKFRLSYYPHCLASFTELLQTAFGGNGQHSVLGDFKPYKPGQAYIPCYFIHVLRKTD. Result: 0 (no interaction).